From a dataset of Catalyst prediction with 721,799 reactions and 888 catalyst types from USPTO. Predict which catalyst facilitates the given reaction. (1) Reactant: [NH2:1][C:2]([C@@H:4]1[CH2:8][C@H:7]([F:9])[CH2:6][N:5]1[C:10](=[O:23])[C@@H:11]([NH:15][C:16]([O:18][C:19]([CH3:22])([CH3:21])[CH3:20])=[O:17])[CH:12]([CH3:14])[CH3:13])=O.N1C(Cl)=NC(Cl)=NC=1Cl. Product: [C:19]([O:18][C:16]([NH:15][C@@H:11]([CH:12]([CH3:14])[CH3:13])[C:10]([N:5]1[CH2:6][C@@H:7]([F:9])[CH2:8][C@H:4]1[C:2]#[N:1])=[O:23])=[O:17])([CH3:22])([CH3:21])[CH3:20]. The catalyst class is: 35. (2) Reactant: C([O:8][C:9]1[CH:10]=[C:11]([N:15]2[C:19]([NH2:20])=[CH:18][C:17]([C:21]([CH3:42])([CH3:41])[CH2:22][O:23][Si:24]([C:37]([CH3:40])([CH3:39])[CH3:38])([C:31]3[CH:36]=[CH:35][CH:34]=[CH:33][CH:32]=3)[C:25]3[CH:30]=[CH:29][CH:28]=[CH:27][CH:26]=3)=[N:16]2)[CH:12]=[CH:13][CH:14]=1)C1C=CC=CC=1.O.C([O-])=O.[NH4+]. Product: [NH2:20][C:19]1[N:15]([C:11]2[CH:10]=[C:9]([OH:8])[CH:14]=[CH:13][CH:12]=2)[N:16]=[C:17]([C:21]([CH3:42])([CH3:41])[CH2:22][O:23][Si:24]([C:37]([CH3:40])([CH3:39])[CH3:38])([C:25]2[CH:30]=[CH:29][CH:28]=[CH:27][CH:26]=2)[C:31]2[CH:36]=[CH:35][CH:34]=[CH:33][CH:32]=2)[CH:18]=1. The catalyst class is: 29. (3) Reactant: [SH:1][C:2]1[CH:11]=[C:10]2[C:5]([C:6]([Br:16])=[N:7][N:8]([CH:13]([CH3:15])[CH3:14])[C:9]2=[O:12])=[CH:4][CH:3]=1.[H-].[Na+].[CH3:19]I. Product: [CH3:19][S:1][C:2]1[CH:11]=[C:10]2[C:5]([C:6]([Br:16])=[N:7][N:8]([CH:13]([CH3:14])[CH3:15])[C:9]2=[O:12])=[CH:4][CH:3]=1. The catalyst class is: 1. (4) Reactant: [N:1]([C:4]1[CH:9]=[CH:8][C:7]([Cl:10])=[CH:6][C:5]=1[Cl:11])=[N+:2]=[N-:3].[CH3:12][O:13][C:14]1[CH:19]=[CH:18][C:17]([CH2:20][C:21]#[N:22])=[CH:16][CH:15]=1.C[O-].[Na+]. Product: [Cl:11][C:5]1[CH:6]=[C:7]([Cl:10])[CH:8]=[CH:9][C:4]=1[N:1]1[C:21]([NH2:22])=[C:20]([C:17]2[CH:18]=[CH:19][C:14]([O:13][CH3:12])=[CH:15][CH:16]=2)[N:3]=[N:2]1. The catalyst class is: 162. (5) Reactant: [C:1]([O:5][C:6]([N:8]([CH2:26][C:27]([O:29][C:30]([CH3:33])([CH3:32])[CH3:31])=[O:28])[C:9]1[CH:14]=[CH:13][CH:12]=[C:11]([CH2:15][NH:16][S:17]([C:20]2[CH:25]=[CH:24][CH:23]=[CH:22][N:21]=2)(=[O:19])=[O:18])[N:10]=1)=[O:7])([CH3:4])([CH3:3])[CH3:2].C(=O)([O-])[O-].[K+].[K+].[I:40][C:41]1[CH:48]=[CH:47][C:44]([CH2:45]Br)=[CH:43][CH:42]=1.O. Product: [C:1]([O:5][C:6]([N:8]([CH2:26][C:27]([O:29][C:30]([CH3:33])([CH3:32])[CH3:31])=[O:28])[C:9]1[CH:14]=[CH:13][CH:12]=[C:11]([CH:15]([CH2:45][C:44]2[CH:47]=[CH:48][C:41]([I:40])=[CH:42][CH:43]=2)[NH:16][S:17]([C:20]2[CH:25]=[CH:24][CH:23]=[CH:22][N:21]=2)(=[O:19])=[O:18])[N:10]=1)=[O:7])([CH3:4])([CH3:3])[CH3:2]. The catalyst class is: 10.